From a dataset of Forward reaction prediction with 1.9M reactions from USPTO patents (1976-2016). Predict the product of the given reaction. Given the reactants [C:1]([C:3]1[N:4]=[CH:5][C:6]([NH:9][C:10](=[O:17])[CH2:11][CH2:12][C:13]([O:15][CH3:16])=[O:14])=[N:7][CH:8]=1)#[N:2].[N-:18]=[N+:19]=[N-:20].[Na+].[Cl-].C([NH+](CC)CC)C, predict the reaction product. The product is: [O:17]=[C:10]([NH:9][C:6]1[CH:5]=[N:4][C:3]([C:1]2[NH:20][N:19]=[N:18][N:2]=2)=[CH:8][N:7]=1)[CH2:11][CH2:12][C:13]([O:15][CH3:16])=[O:14].